From a dataset of Full USPTO retrosynthesis dataset with 1.9M reactions from patents (1976-2016). Predict the reactants needed to synthesize the given product. Given the product [Cl:1][C:2]1[N:7]=[CH:6][N:5]=[C:4]([NH:8][C:16](=[O:17])[O:18][C:19]2[CH:24]=[CH:23][CH:22]=[CH:21][CH:20]=2)[CH:3]=1, predict the reactants needed to synthesize it. The reactants are: [Cl:1][C:2]1[N:7]=[CH:6][N:5]=[C:4]([NH2:8])[CH:3]=1.C(=O)([O-])[O-].[Cs+].[Cs+].Cl[C:16]([O:18][C:19]1[CH:24]=[CH:23][CH:22]=[CH:21][CH:20]=1)=[O:17].